Dataset: Catalyst prediction with 721,799 reactions and 888 catalyst types from USPTO. Task: Predict which catalyst facilitates the given reaction. (1) Reactant: [Cl:1][C:2]1[CH:3]=[C:4]([N:9]2[C:13]([CH3:14])=[CH:12][C:11]([O:15][CH2:16][CH2:17][N:18]3[CH2:22][CH2:21][CH:20]([NH:23]C(=O)C)[CH2:19]3)=[N:10]2)[CH:5]=[CH:6][C:7]=1[Cl:8].Cl.[OH-].[Na+]. Product: [Cl:1][C:2]1[CH:3]=[C:4]([N:9]2[C:13]([CH3:14])=[CH:12][C:11]([O:15][CH2:16][CH2:17][N:18]3[CH2:22][CH2:21][CH:20]([NH2:23])[CH2:19]3)=[N:10]2)[CH:5]=[CH:6][C:7]=1[Cl:8]. The catalyst class is: 6. (2) Reactant: [H-].[Na+].[Br:3][C:4]1[C:13]2[O:12][C:11]([CH3:15])([CH3:14])[C:10](=[O:16])[NH:9][C:8]=2[CH:7]=[C:6]([S:17]([CH3:20])(=[O:19])=[O:18])[CH:5]=1.[CH3:21]I. Product: [Br:3][C:4]1[C:13]2[O:12][C:11]([CH3:14])([CH3:15])[C:10](=[O:16])[N:9]([CH3:21])[C:8]=2[CH:7]=[C:6]([S:17]([CH3:20])(=[O:19])=[O:18])[CH:5]=1. The catalyst class is: 9. (3) Reactant: [CH3:1][C:2]1[N:7]=[C:6]([NH:8]C(=O)C)[CH:5]=[CH:4][C:3]=1[O:12][C:13]1[CH:18]=[CH:17][N:16]=[C:15]([C:19]2[CH:20]=[N:21][N:22]([CH3:24])[CH:23]=2)[CH:14]=1.Cl. Product: [CH3:1][C:2]1[N:7]=[C:6]([NH2:8])[CH:5]=[CH:4][C:3]=1[O:12][C:13]1[CH:18]=[CH:17][N:16]=[C:15]([C:19]2[CH:20]=[N:21][N:22]([CH3:24])[CH:23]=2)[CH:14]=1. The catalyst class is: 1. (4) Reactant: [I:1][C:2]1[C:3]([OH:11])=[N:4][CH:5]=[C:6]([N+:8]([O-:10])=[O:9])[CH:7]=1.[H-].[Na+].[CH3:14]I.O. Product: [I:1][C:2]1[C:3](=[O:11])[N:4]([CH3:14])[CH:5]=[C:6]([N+:8]([O-:10])=[O:9])[CH:7]=1. The catalyst class is: 1.